This data is from Catalyst prediction with 721,799 reactions and 888 catalyst types from USPTO. The task is: Predict which catalyst facilitates the given reaction. (1) Reactant: [Br:1][C:2]1[CH:3]=[C:4]([CH:7]=[CH:8][CH:9]=1)[CH:5]=O.[CH3:10][C:11]([S@:14]([NH2:16])=[O:15])([CH3:13])[CH3:12].C([O-])([O-])=O.[Cs+].[Cs+]. Product: [Br:1][C:2]1[CH:3]=[C:4](/[CH:5]=[N:16]/[S@@:14]([C:11]([CH3:13])([CH3:12])[CH3:10])=[O:15])[CH:7]=[CH:8][CH:9]=1. The catalyst class is: 2. (2) Reactant: C[Mg]Br.O1CCC[CH2:5]1.C[Mg]Br.C(OCC)C.[CH2:17]([O:24][C@@H:25]1[C@@H:29]([CH2:30][O:31][CH2:32][C:33]2[CH:38]=[CH:37][CH:36]=[CH:35][CH:34]=2)[O:28][C@H:27]([O:39][CH3:40])[C:26]1=[O:41])[C:18]1[CH:23]=[CH:22][CH:21]=[CH:20][CH:19]=1.[Cl-].[NH4+]. Product: [CH2:17]([O:24][C@@H:25]1[C@@H:29]([CH2:30][O:31][CH2:32][C:33]2[CH:38]=[CH:37][CH:36]=[CH:35][CH:34]=2)[O:28][C@H:27]([O:39][CH3:40])[C@:26]1([CH3:5])[OH:41])[C:18]1[CH:19]=[CH:20][CH:21]=[CH:22][CH:23]=1. The catalyst class is: 54.